Dataset: Catalyst prediction with 721,799 reactions and 888 catalyst types from USPTO. Task: Predict which catalyst facilitates the given reaction. Reactant: [H-].[Na+].FC(F)(F)C1C=CNN=1.[CH3:12][C:13]1[NH:17][N:16]=[C:15]([C:18]([F:21])([F:20])[F:19])[CH:14]=1.CS([C:26]1[C:31]([C:32]2[CH:33]=[C:34](/[CH:38]=[CH:39]/[C:40]([O:42][CH2:43][CH3:44])=[O:41])[CH:35]=[CH:36][CH:37]=2)=[CH:30][N:29]=[C:28]([NH:45][C:46]2[CH:51]=[CH:50][CH:49]=[C:48]([S:52]([CH3:55])(=[O:54])=[O:53])[CH:47]=2)[N:27]=1)(=O)=O. Product: [CH3:55][S:52]([C:48]1[CH:47]=[C:46]([NH:45][C:28]2[N:27]=[C:26]([N:17]3[C:13]([CH3:12])=[CH:14][C:15]([C:18]([F:21])([F:20])[F:19])=[N:16]3)[C:31]([C:32]3[CH:33]=[C:34](/[CH:38]=[CH:39]/[C:40]([O:42][CH2:43][CH3:44])=[O:41])[CH:35]=[CH:36][CH:37]=3)=[CH:30][N:29]=2)[CH:51]=[CH:50][CH:49]=1)(=[O:53])=[O:54]. The catalyst class is: 18.